Dataset: Reaction yield outcomes from USPTO patents with 853,638 reactions. Task: Predict the reaction yield, written as a fraction of the theoretical maximum amount of product (1.0 means a 100% yield; for example, 0.34 means a 34% yield). (1) The reactants are [Br:1][C:2]1[CH:7]=[CH:6][C:5]([CH2:8]O)=[C:4]([F:10])[C:3]=1[F:11].P(Br)(Br)[Br:13]. The catalyst is C(Cl)Cl. The product is [Br:1][C:2]1[CH:7]=[CH:6][C:5]([CH2:8][Br:13])=[C:4]([F:10])[C:3]=1[F:11]. The yield is 0.515. (2) The reactants are C([O:3][C:4](=[O:20])[C:5]([S:8]([C:11]1[CH:19]=[CH:18][C:14]2[N:15]=[CH:16][S:17][C:13]=2[CH:12]=1)(=[O:10])=[O:9])([CH3:7])[CH3:6])C.O.[OH-].[Li+]. The catalyst is O1CCOCC1.O. The product is [S:17]1[C:13]2[CH:12]=[C:11]([S:8]([C:5]([CH3:7])([CH3:6])[C:4]([OH:20])=[O:3])(=[O:10])=[O:9])[CH:19]=[CH:18][C:14]=2[N:15]=[CH:16]1. The yield is 0.660. (3) The reactants are [O:1]1[CH2:6][CH2:5][CH2:4][CH2:3][CH:2]1[N:7]1[CH:11]=[CH:10][CH:9]=[N:8]1.C([Li])CCC.B(F)(F)F.CCOCC.[CH:26]12[O:31][CH:27]1[CH2:28][CH2:29][CH2:30]2.C(=O)([O-])O.[Na+]. The catalyst is C1COCC1. The product is [O:1]1[CH2:6][CH2:5][CH2:4][CH2:3][CH:2]1[N:7]1[C:11]([C@H:26]2[CH2:30][CH2:29][CH2:28][C@@H:27]2[OH:31])=[CH:10][CH:9]=[N:8]1. The yield is 0.330. (4) The reactants are [C:1]1([C:7]([OH:9])=[O:8])([C:4](O)=[O:5])[CH2:3][CH2:2]1.C(N(CC)CC)C.S(Cl)(Cl)=O.[C:21]1([NH2:27])[CH:26]=[CH:25][CH:24]=[CH:23][CH:22]=1. The catalyst is C1COCC1.C(OCC)(=O)C. The product is [C:21]1([NH:27][C:4]([C:1]2([C:7]([OH:9])=[O:8])[CH2:3][CH2:2]2)=[O:5])[CH:26]=[CH:25][CH:24]=[CH:23][CH:22]=1. The yield is 0.608. (5) The product is [Br:1][C:2]1[N:6]2[CH:7]=[CH:8][CH:9]=[CH:10][C:5]2=[C:4]([C:11]([N:16]([O:17][CH3:18])[CH3:15])=[O:13])[N:3]=1. The yield is 0.700. The catalyst is CN(C=O)C.O.C(N(CC)CC)C. The reactants are [Br:1][C:2]1[N:6]2[CH:7]=[CH:8][CH:9]=[CH:10][C:5]2=[C:4]([C:11]([OH:13])=O)[N:3]=1.Cl.[CH3:15][NH:16][O:17][CH3:18].C1C=NC2N(O)N=NC=2C=1.CCN=C=NCCCN(C)C.Cl. (6) The reactants are Cl.[CH3:2][C@@:3]([S:31]([CH3:34])(=[O:33])=[O:32])([CH2:14][CH2:15][N:16]1[CH:21]=[CH:20][C:19](/[CH:22]=[CH:23]/[C:24]2[CH:29]=[CH:28][CH:27]=[CH:26][CH:25]=2)=[CH:18][C:17]1=[O:30])[C:4]([NH:6][O:7]C1CCCCO1)=[O:5]. The catalyst is ClCCl.CO. The product is [OH:7][NH:6][C:4](=[O:5])[C@:3]([CH3:2])([S:31]([CH3:34])(=[O:33])=[O:32])[CH2:14][CH2:15][N:16]1[CH:21]=[CH:20][C:19](/[CH:22]=[CH:23]/[C:24]2[CH:25]=[CH:26][CH:27]=[CH:28][CH:29]=2)=[CH:18][C:17]1=[O:30]. The yield is 0.760.